This data is from Forward reaction prediction with 1.9M reactions from USPTO patents (1976-2016). The task is: Predict the product of the given reaction. (1) Given the reactants [C:1]([O:5][C:6]([NH:8][C:9]1([C@@H:12]2[CH2:16][CH2:15][N:14]([C@H](C3C=CC=CC=3)C)[CH2:13]2)[CH2:11][CH2:10]1)=[O:7])([CH3:4])([CH3:3])[CH3:2].[CH2:25]([O:32][C:33](Cl)=[O:34])[C:26]1[CH:31]=[CH:30][CH:29]=[CH:28][CH:27]=1, predict the reaction product. The product is: [CH2:25]([O:32][C:33]([N:14]1[CH2:15][CH2:16][C@@H:12]([C:9]2([NH:8][C:6]([O:5][C:1]([CH3:4])([CH3:3])[CH3:2])=[O:7])[CH2:11][CH2:10]2)[CH2:13]1)=[O:34])[C:26]1[CH:31]=[CH:30][CH:29]=[CH:28][CH:27]=1. (2) Given the reactants [NH2:1][C:2]1[CH:7]=[CH:6][C:5]([Br:8])=[CH:4][C:3]=1[C:9]([C:11]1[CH:16]=[CH:15][CH:14]=[CH:13][CH:12]=1)=[O:10].[BH4-].[Na+].O, predict the reaction product. The product is: [NH2:1][C:2]1[CH:7]=[CH:6][C:5]([Br:8])=[CH:4][C:3]=1[CH:9]([C:11]1[CH:12]=[CH:13][CH:14]=[CH:15][CH:16]=1)[OH:10]. (3) Given the reactants [Br:1]Br.[N:3]1([C:8]2[CH:13]=[CH:12][CH:11]=[CH:10][C:9]=2[NH:14][C:15]([C:17]2[C:29]3[C:28](=[O:30])[C:27]4[C:22](=[CH:23][CH:24]=[C:25]([N+:31]([O-:33])=[O:32])[CH:26]=4)[C:21]=3[CH:20]=[CH:19][CH:18]=2)=[O:16])[CH:7]=[CH:6][CH:5]=[N:4]1, predict the reaction product. The product is: [Br:1][C:6]1[CH:5]=[N:4][N:3]([C:8]2[CH:13]=[CH:12][CH:11]=[CH:10][C:9]=2[NH:14][C:15]([C:17]2[C:29]3[C:28](=[O:30])[C:27]4[C:22](=[CH:23][CH:24]=[C:25]([N+:31]([O-:33])=[O:32])[CH:26]=4)[C:21]=3[CH:20]=[CH:19][CH:18]=2)=[O:16])[CH:7]=1. (4) Given the reactants [N:1]1[CH:6]=[CH:5][C:4]([C:7]2[S:11][C:10]([C:12]([OH:14])=O)=[CH:9][CH:8]=2)=[CH:3][CH:2]=1.[CH3:15][NH:16][CH2:17][C:18]1[CH:23]=[CH:22][CH:21]=[CH:20][CH:19]=1, predict the reaction product. The product is: [CH2:17]([N:16]([CH3:15])[C:12]([C:10]1[S:11][C:7]([C:4]2[CH:3]=[CH:2][N:1]=[CH:6][CH:5]=2)=[CH:8][CH:9]=1)=[O:14])[C:18]1[CH:23]=[CH:22][CH:21]=[CH:20][CH:19]=1. (5) Given the reactants C(OC(=O)[NH:10][CH2:11][CH2:12][CH2:13][CH2:14][N:15](C(OCC1C=CC=CC=1)=O)[CH2:16][CH2:17][CH2:18][NH:19][C:20]([C:22]1[CH:23]=[N:24][C:25]([NH:28][NH2:29])=[CH:26][CH:27]=1)=[O:21])C1C=CC=CC=1.[H][H], predict the reaction product. The product is: [NH2:10][CH2:11][CH2:12][CH2:13][CH2:14][NH:15][CH2:16][CH2:17][CH2:18][NH:19][C:20](=[O:21])[C:22]1[CH:27]=[CH:26][C:25]([NH:28][NH2:29])=[N:24][CH:23]=1. (6) Given the reactants [F:1][CH2:2][C:3]1([S:6]([NH:9][C:10]([C@@:12]23[CH2:27][C@H:26]2[CH:25]=[CH:24][CH2:23][CH2:22][CH:21]([CH3:28])[CH2:20][C@@H:19]([CH3:29])[C@H:18]([NH:30]C(=O)OC(C)(C)C)[C:17](=[O:38])[N:16]2[CH2:39][C@H:40]([O:42][C:43]4[C:52]5[C:47](=[CH:48][C:49]([O:53][CH3:54])=[CH:50][CH:51]=5)[N:46]=[C:45]([C:55]5[CH:60]=[CH:59][C:58]([O:61][CH:62]([CH3:64])[CH3:63])=[CH:57][CH:56]=5)[CH:44]=4)[CH2:41][C@H:15]2[C:14](=[O:65])[NH:13]3)=[O:11])(=[O:8])=[O:7])[CH2:5][CH2:4]1.[ClH:66], predict the reaction product. The product is: [ClH:66].[NH2:30][C@@H:18]1[C:17](=[O:38])[N:16]2[CH2:39][C@H:40]([O:42][C:43]3[C:52]4[C:47](=[CH:48][C:49]([O:53][CH3:54])=[CH:50][CH:51]=4)[N:46]=[C:45]([C:55]4[CH:60]=[CH:59][C:58]([O:61][CH:62]([CH3:64])[CH3:63])=[CH:57][CH:56]=4)[CH:44]=3)[CH2:41][C@H:15]2[C:14](=[O:65])[NH:13][C@:12]2([C:10]([NH:9][S:6]([C:3]3([CH2:2][F:1])[CH2:4][CH2:5]3)(=[O:7])=[O:8])=[O:11])[CH2:27][C@H:26]2[CH:25]=[CH:24][CH2:23][CH2:22][C@@H:21]([CH3:28])[CH2:20][C@H:19]1[CH3:29].